From a dataset of Experimentally validated miRNA-target interactions with 360,000+ pairs, plus equal number of negative samples. Binary Classification. Given a miRNA mature sequence and a target amino acid sequence, predict their likelihood of interaction. The miRNA is hsa-miR-6756-3p with sequence UCCCCUUCCUCCCUGCCCAG. The protein sequence of the target gene is MSRVRDAGCVAAGIVIGAGAWYCVYKYTRGRDQTKKRMAKPKNRAVAGTGARARAGLRAGFTIDLGSGFSPPTPVRAEAEDRAQDEASALDTVGAEAVAPAASSAEAQSGAGSQAQEADGAGVGPKAESVVGAAMASAIAPPPGVTEALGAAEAPAMAGAPKVAEAPREAETSRAAVPPGTVVPTEAAAPTEVTEGPGVAAPTKVAEAPGVASPTEAAEAPVPATPTGAAAPTGAAESPGTSGSPRTAVVPGTSAAKKATPGAHTGAIPKATSATGAVPKGGGKGVTRSRNGGKGKGKKS.... Result: 0 (no interaction).